This data is from Catalyst prediction with 721,799 reactions and 888 catalyst types from USPTO. The task is: Predict which catalyst facilitates the given reaction. (1) Reactant: [Br:1][C:2]1[C:3]([NH:8][NH2:9])=[N:4][CH:5]=[CH:6][CH:7]=1.[CH3:10][N:11]=[C:12]=[S:13]. Product: [Br:1][C:2]1[C:3]([NH:8][NH:9][C:12](=[S:13])[NH:11][CH3:10])=[N:4][CH:5]=[CH:6][CH:7]=1. The catalyst class is: 2. (2) Reactant: [Br:1][C:2]1[CH:3]=[C:4]([NH2:8])[CH:5]=[CH:6][CH:7]=1.[CH3:9][C:10]1([CH3:17])[CH2:14][C:13](=O)[O:12][C:11]1=[O:16].C(N1C=CN=C1)(N1C=CN=C1)=O. Product: [Br:1][C:2]1[CH:3]=[C:4]([N:8]2[C:13](=[O:12])[CH2:14][C:10]([CH3:17])([CH3:9])[C:11]2=[O:16])[CH:5]=[CH:6][CH:7]=1. The catalyst class is: 2. (3) Reactant: [N+]([O-])(O)=O.N([O-])=O.[Na+].[OH:9][CH2:10][C:11]1[N:15]([CH2:16][CH:17]([CH3:19])[CH3:18])[C:14](S)=[N:13][CH:12]=1.C(=O)([O-])[O-].[K+].[K+]. Product: [OH:9][CH2:10][C:11]1[N:15]([CH2:16][CH:17]([CH3:19])[CH3:18])[CH:14]=[N:13][CH:12]=1. The catalyst class is: 6. (4) Reactant: [NH:1]1[CH:5]=[C:4]([CH2:6][N:7]2[CH:11]=[C:10]([C:12]([O:14]CC)=[O:13])[CH:9]=[N:8]2)[N:3]=[N:2]1.[OH-].[Li+]. Product: [NH:1]1[CH:5]=[C:4]([CH2:6][N:7]2[CH:11]=[C:10]([C:12]([OH:14])=[O:13])[CH:9]=[N:8]2)[N:3]=[N:2]1. The catalyst class is: 30. (5) Reactant: [Cl:1][C:2]1[C:7]([F:8])=[CH:6][C:5]([C:9](=[O:11])[CH3:10])=[C:4]([OH:12])[CH:3]=1.CC[O-].[Na+].[C:17](OCC)(=O)[C:18]([O:20]CC)=[O:19]. Product: [Cl:1][C:2]1[CH:3]=[C:4]2[C:5]([C:9](=[O:11])[CH:10]=[C:17]([C:18]([OH:20])=[O:19])[O:12]2)=[CH:6][C:7]=1[F:8]. The catalyst class is: 28.